From a dataset of Forward reaction prediction with 1.9M reactions from USPTO patents (1976-2016). Predict the product of the given reaction. (1) Given the reactants [Cl:1][C:2]1[CH:7]=[CH:6][C:5]([CH2:8][OH:9])=[CH:4][C:3]=1[Br:10].[OH-].[K+].IC.[C:15](OCC)(=O)C, predict the reaction product. The product is: [Br:10][C:3]1[CH:4]=[C:5]([CH2:8][O:9][CH3:15])[CH:6]=[CH:7][C:2]=1[Cl:1]. (2) Given the reactants CC1(C)CCCC(C)(C)N1.C([Li])CCC.[C:16]([C:20]1[N:21]=[N:22][C:23]([O:26][CH3:27])=[CH:24][CH:25]=1)([CH3:19])([CH3:18])[CH3:17].[I:28]I, predict the reaction product. The product is: [C:16]([C:20]1[N:21]=[N:22][C:23]([O:26][CH3:27])=[C:24]([I:28])[CH:25]=1)([CH3:19])([CH3:17])[CH3:18]. (3) Given the reactants [Br:1][C:2]1[CH:7]=[CH:6][C:5]([C:8]2[O:9][CH:10]=[C:11]([CH2:13]Cl)[N:12]=2)=[CH:4][CH:3]=1.[CH3:15][CH:16]1[CH2:21][CH2:20][CH2:19][CH2:18][NH:17]1, predict the reaction product. The product is: [Br:1][C:2]1[CH:7]=[CH:6][C:5]([C:8]2[O:9][CH:10]=[C:11]([CH2:13][N:17]3[CH2:18][CH2:19][CH2:20][CH2:21][CH:16]3[CH3:15])[N:12]=2)=[CH:4][CH:3]=1. (4) Given the reactants [CH:1]1([CH:4]([N:8]2[CH:12]=[C:11]([C:13]3[N:18]4[CH:19]=[CH:20][N:21]=[C:17]4[CH:16]=[C:15]([C:22]4[CH:23]=[N:24][N:25]([CH3:27])[CH:26]=4)[N:14]=3)[CH:10]=[N:9]2)[CH2:5][C:6]#[N:7])[CH2:3][CH2:2]1.[I:28]N1C(=O)CCC1=O.C(Cl)Cl, predict the reaction product. The product is: [CH:1]1([CH:4]([N:8]2[CH:12]=[C:11]([C:13]3[N:18]4[C:19]([I:28])=[CH:20][N:21]=[C:17]4[CH:16]=[C:15]([C:22]4[CH:23]=[N:24][N:25]([CH3:27])[CH:26]=4)[N:14]=3)[CH:10]=[N:9]2)[CH2:5][C:6]#[N:7])[CH2:3][CH2:2]1. (5) The product is: [CH3:1][N:2]1[CH2:18][C:16]2[CH:15]=[CH:14][C:13]([O:19][CH3:20])=[C:12]3[C:17]=2[C@:5]2([C@@H:10]([O:11]3)[CH2:9][C@@H:8]([OH:21])[CH:7]=[CH:6]2)[CH2:4][CH2:3]1. Given the reactants [CH3:1][N:2]1[CH2:18][C:16]2=[C:17]3[C:12](=[C:13]([O:19][CH3:20])[CH:14]=[CH:15]2)[O:11][C@@H:10]2[C@:5]3([CH:6]=[CH:7][C@H:8]([OH:21])[CH2:9]2)[CH2:4][CH2:3]1.Br.C(=O)([O-])[O-].[Na+].[Na+], predict the reaction product. (6) Given the reactants [N:1]1[CH:6]=[CH:5][C:4]([C:7]2[N:8]=[C:9]3[CH2:23][CH2:22][CH2:21][N:20]([CH2:24][CH2:25][CH2:26][CH2:27][CH2:28][CH2:29][C:30]([O:32]CC)=[O:31])[C:10]3=[N:11][C:12]=2[C:13]2[CH:18]=[CH:17][C:16]([CH3:19])=[CH:15][CH:14]=2)=[CH:3][CH:2]=1.[Li+].[OH-], predict the reaction product. The product is: [N:1]1[CH:6]=[CH:5][C:4]([C:7]2[N:8]=[C:9]3[CH2:23][CH2:22][CH2:21][N:20]([CH2:24][CH2:25][CH2:26][CH2:27][CH2:28][CH2:29][C:30]([OH:32])=[O:31])[C:10]3=[N:11][C:12]=2[C:13]2[CH:14]=[CH:15][C:16]([CH3:19])=[CH:17][CH:18]=2)=[CH:3][CH:2]=1. (7) Given the reactants [C:1]([O:5][C:6](=[O:19])[NH:7][N:8]1[C:16]2[C:11](=[CH:12][C:13]([CH2:17]O)=[CH:14][CH:15]=2)[CH:10]=[CH:9]1)([CH3:4])([CH3:3])[CH3:2].CCOCC.C(Cl)Cl.P(Br)(Br)[Br:29], predict the reaction product. The product is: [C:1]([O:5][C:6](=[O:19])[NH:7][N:8]1[C:16]2[C:11](=[CH:12][C:13]([CH2:17][Br:29])=[CH:14][CH:15]=2)[CH:10]=[CH:9]1)([CH3:4])([CH3:3])[CH3:2]. (8) Given the reactants [Cl:1][C:2]1[CH:19]=[C:18]([NH:20][C:21]2[CH:26]=[CH:25][C:24]([F:27])=[CH:23][C:22]=2[F:28])[CH:17]=[CH:16][C:3]=1[C:4]([C:6]1[CH:7]=[C:8]([CH:12]=[CH:13][C:14]=1[CH3:15])[C:9](O)=[O:10])=[O:5].[CH3:29][O:30][C:31]1[CH:39]=[CH:38][C:34]([CH2:35][O:36][NH2:37])=[CH:33][CH:32]=1, predict the reaction product. The product is: [Cl:1][C:2]1[CH:19]=[C:18]([NH:20][C:21]2[CH:26]=[CH:25][C:24]([F:27])=[CH:23][C:22]=2[F:28])[CH:17]=[CH:16][C:3]=1[C:4]([C:6]1[CH:7]=[C:8]([CH:12]=[CH:13][C:14]=1[CH3:15])[C:9]([NH:37][O:36][CH2:35][C:34]1[CH:38]=[CH:39][C:31]([O:30][CH3:29])=[CH:32][CH:33]=1)=[O:10])=[O:5]. (9) Given the reactants O=O.[F:3][C:4]1[CH:5]=[CH:6][C:7]([OH:14])=[C:8]([CH:13]=1)[C:9](OC)=[O:10].[H-].[Al+3].[Li+].[H-].[H-].[H-].[Cl-].[NH4+], predict the reaction product. The product is: [F:3][C:4]1[CH:5]=[CH:6][C:7]([OH:14])=[C:8]([CH2:9][OH:10])[CH:13]=1.